This data is from Reaction yield outcomes from USPTO patents with 853,638 reactions. The task is: Predict the reaction yield, written as a fraction of the theoretical maximum amount of product (1.0 means a 100% yield; for example, 0.34 means a 34% yield). (1) The reactants are [OH:1][C:2]1[CH:3]=[C:4]([CH:8]=[CH:9][CH:10]=1)[C:5]([OH:7])=[O:6].[I:11]I.Cl. The catalyst is [NH4+].[OH-].O. The product is [OH:1][C:2]1[CH:3]=[C:4]([CH:8]=[CH:9][C:10]=1[I:11])[C:5]([OH:7])=[O:6]. The yield is 0.540. (2) The reactants are [CH3:1][C:2]1[NH:6][C:5]2[C:7]([C:17]([O:19]C)=[O:18])=[CH:8][C:9]([N:11]3[CH2:16][CH2:15][O:14][CH2:13][CH2:12]3)=[CH:10][C:4]=2[N:3]=1.[CH3:21][C:22]1[CH:29]=[CH:28][CH:27]=[CH:26][C:23]=1[CH2:24]Br.C(=O)([O-])[O-].[K+].[K+].[OH-].[Li+]. The catalyst is CN(C)C=O.O1CCCC1.O. The product is [CH3:1][C:2]1[N:3]([CH2:21][C:22]2[CH:29]=[CH:28][CH:27]=[CH:26][C:23]=2[CH3:24])[C:4]2[CH:10]=[C:9]([N:11]3[CH2:12][CH2:13][O:14][CH2:15][CH2:16]3)[CH:8]=[C:7]([C:17]([OH:19])=[O:18])[C:5]=2[N:6]=1. The yield is 0.575. (3) The reactants are [CH3:1][N:2]([O:14][CH3:15])[C:3](=[O:13])[CH2:4][C@@H:5]1[CH2:10][CH2:9][NH:8][CH2:7][C@@H:6]1[CH:11]=[CH2:12].[CH:16](=O)[CH2:17][CH2:18][CH2:19][CH2:20][CH2:21][CH3:22].C(O[BH-](OC(=O)C)OC(=O)C)(=O)C.[Na+]. The catalyst is CO. The product is [CH3:1][N:2]([O:14][CH3:15])[C:3](=[O:13])[CH2:4][C@@H:5]1[CH2:10][CH2:9][N:8]([CH2:16][CH2:17][CH2:18][CH2:19][CH2:20][CH2:21][CH3:22])[CH2:7][C@@H:6]1[CH:11]=[CH2:12]. The yield is 0.740.